From a dataset of Catalyst prediction with 721,799 reactions and 888 catalyst types from USPTO. Predict which catalyst facilitates the given reaction. (1) Reactant: C(N(CC)C(C)C)(C)C.Cl.Cl.[NH2:12][C@@H:13]([CH:41]1[CH2:46][CH2:45][C:44]([F:48])([F:47])[CH2:43][CH2:42]1)[C:14]([N:16]1[C@H:21]([C:22]([NH:24][C@H:25]2[C:34]3[C:29](=[CH:30][CH:31]=[CH:32][CH:33]=3)[O:28][CH2:27][CH2:26]2)=[O:23])[CH2:20][N:19]2[CH2:35][C@H:36]([O:38][CH2:39][CH3:40])[CH2:37][C@@H:18]2[CH2:17]1)=[O:15].[C:49]([O:53][C:54]([N:56]([CH3:63])[C@@H:57]([CH2:61][CH3:62])[C:58](O)=[O:59])=[O:55])([CH3:52])([CH3:51])[CH3:50].Cl.C(N=C=NCCCN(C)C)C.ON1C2C=CC=CC=2N=N1. Product: [C:49]([O:53][C:54](=[O:55])[N:56]([C@H:57]([C:58](=[O:59])[NH:12][C@@H:13]([CH:41]1[CH2:46][CH2:45][C:44]([F:47])([F:48])[CH2:43][CH2:42]1)[C:14]([N:16]1[C@H:21]([C:22](=[O:23])[NH:24][C@H:25]2[C:34]3[C:29](=[CH:30][CH:31]=[CH:32][CH:33]=3)[O:28][CH2:27][CH2:26]2)[CH2:20][N:19]2[CH2:35][C@H:36]([O:38][CH2:39][CH3:40])[CH2:37][C@@H:18]2[CH2:17]1)=[O:15])[CH2:61][CH3:62])[CH3:63])([CH3:50])([CH3:51])[CH3:52]. The catalyst class is: 9. (2) Product: [N+:13]([C:11]1[N:12]=[C:8]2[N:9]([CH:10]=1)[CH2:16][CH2:17][C@H:18]([CH2:19][O:20][C:21]1[CH:47]=[CH:46][C:24]3[N:25]=[C:26]([N:28]4[CH2:33][CH2:32][N:31]([CH2:34][C:35]5[CH:40]=[CH:39][C:38]([O:41][C:42]([F:45])([F:44])[F:43])=[CH:37][CH:36]=5)[CH2:30][CH2:29]4)[S:27][C:23]=3[CH:22]=1)[O:48]2)([O-:15])=[O:14]. Reactant: CC(C)([O-])C.[Na+].Cl[C:8]1[N:9]([CH2:16][CH2:17][C@@H:18]([OH:48])[CH2:19][O:20][C:21]2[CH:47]=[CH:46][C:24]3[N:25]=[C:26]([N:28]4[CH2:33][CH2:32][N:31]([CH2:34][C:35]5[CH:40]=[CH:39][C:38]([O:41][C:42]([F:45])([F:44])[F:43])=[CH:37][CH:36]=5)[CH2:30][CH2:29]4)[S:27][C:23]=3[CH:22]=2)[CH:10]=[C:11]([N+:13]([O-:15])=[O:14])[N:12]=1.[Cl-].[NH4+]. The catalyst class is: 16. (3) Reactant: F[C@H]1[C@@H](O[C:9]2[CH:16]=[CH:15][C:14]([B:17]3[O:21][C:20]([CH3:23])([CH3:22])[C:19]([CH3:25])([CH3:24])[O:18]3)=[CH:13][C:10]=2[C:11]#[N:12])CCNC1.CN(C(ON1N=NC2C=CC=NC1=2)=[N+](C)C)C.F[P-](F)(F)(F)(F)F.O[C@@H](C)C(O)=O.C(N(CC)C(C)C)(C)C. Product: [CH3:22][C:20]1([CH3:23])[C:19]([CH3:24])([CH3:25])[O:18][B:17]([C:14]2[CH:15]=[CH:16][CH:9]=[C:10]([CH:13]=2)[C:11]#[N:12])[O:21]1. The catalyst class is: 2. (4) Reactant: O.O.[O:3]=[C:4]1[C:12](=[O:13])[C:11]2[C:6](=[CH:7][CH:8]=[C:9]([S:14]([O-:17])(=O)=[O:15])[CH:10]=2)[NH:5]1.[Na+].O=P(Cl)(Cl)[Cl:21].S1(CCCC1)(=O)=O. Product: [O:3]=[C:4]1[C:12](=[O:13])[C:11]2[C:6](=[CH:7][CH:8]=[C:9]([S:14]([Cl:21])(=[O:17])=[O:15])[CH:10]=2)[NH:5]1. The catalyst class is: 6. (5) Reactant: [CH3:1][O:2][C:3]1[CH:4]=[C:5]([CH:8]=[CH:9][C:10]=1[CH3:11])[CH2:6]O.P(Br)(Br)[Br:13]. Product: [CH3:1][O:2][C:3]1[CH:4]=[C:5]([CH:8]=[CH:9][C:10]=1[CH3:11])[CH2:6][Br:13]. The catalyst class is: 28. (6) Reactant: [Cl:1][C:2]1[CH:27]=[CH:26][C:5]2[C:6](=[O:25])[N:7]=[C:8]([C:10]3[N:15]=[C:14]([CH2:16][CH2:17][C:18]([OH:20])=[O:19])[CH:13]=[C:12]([S:21]([CH3:24])(=[O:23])=[O:22])[CH:11]=3)[S:9][C:4]=2[CH:3]=1.[CH2:28](N(CC)CC)[CH3:29].C(Cl)(=O)OCC.[Cl-].[NH4+]. Product: [Cl:1][C:2]1[CH:27]=[CH:26][C:5]2[C:6](=[O:25])[N:7]=[C:8]([C:10]3[N:15]=[C:14]([CH2:16][CH2:17][C:18]([O:20][CH2:28][CH3:29])=[O:19])[CH:13]=[C:12]([S:21]([CH3:24])(=[O:22])=[O:23])[CH:11]=3)[S:9][C:4]=2[CH:3]=1. The catalyst class is: 172. (7) Reactant: [C:1]([O:5][C:6]([N:8]1[CH2:13][C@H:12]([CH2:14][F:15])[N:11]([CH2:16][C:17]([O:19]CC2C=CC=CC=2)=[O:18])[CH2:10][C@H:9]1[CH3:27])=[O:7])([CH3:4])([CH3:3])[CH3:2]. Product: [C:1]([O:5][C:6]([N:8]1[CH2:13][C@H:12]([CH2:14][F:15])[N:11]([CH2:16][C:17]([OH:19])=[O:18])[CH2:10][C@H:9]1[CH3:27])=[O:7])([CH3:4])([CH3:2])[CH3:3]. The catalyst class is: 43.